Predict which catalyst facilitates the given reaction. From a dataset of Catalyst prediction with 721,799 reactions and 888 catalyst types from USPTO. (1) Reactant: [CH3:1][O:2][C:3]([C:5]1[C:6](Cl)=[N:7][C:8]([Cl:12])=[N:9][C:10]=1[CH3:11])=[O:4].C[O-].[Na+].C[C:18](O)=[O:19]. The catalyst class is: 5. Product: [CH3:1][O:2][C:3]([C:5]1[C:6]([O:19][CH3:18])=[N:7][C:8]([Cl:12])=[N:9][C:10]=1[CH3:11])=[O:4]. (2) Reactant: [CH2:1]([N:8]1[CH2:13][CH2:12][N:11]([C:14]2[N:18]=[C:17](Cl)[S:16][N:15]=2)[CH2:10][CH2:9]1)[C:2]1[CH:7]=[CH:6][CH:5]=[CH:4][CH:3]=1.FC(F)(F)C(O)=O.[O:27]1[C:31]2[CH:32]=[CH:33][CH:34]=[CH:35][C:30]=2[C:29]([NH:36][C:37]([N:39]2[CH2:44][CH2:43][NH:42][CH2:41][CH2:40]2)=[O:38])=[N:28]1.C(N(CC)CC)C.O. Product: [O:27]1[C:31]2[CH:32]=[CH:33][CH:34]=[CH:35][C:30]=2[C:29]([NH:36][C:37]([N:39]2[CH2:44][CH2:43][N:42]([C:17]3[S:16][N:15]=[C:14]([N:11]4[CH2:12][CH2:13][N:8]([CH2:1][C:2]5[CH:7]=[CH:6][CH:5]=[CH:4][CH:3]=5)[CH2:9][CH2:10]4)[N:18]=3)[CH2:41][CH2:40]2)=[O:38])=[N:28]1. The catalyst class is: 9. (3) Reactant: C[Si]([N-][Si](C)(C)C)(C)C.[K+].C1OCCOCCOCCOCCOCCOC1.[CH2:29]([O:31][C:32](=[O:48])[CH2:33]P(OCC(F)(F)F)(OCC(F)(F)F)=O)[CH3:30].[S:49]1[CH:53]=[CH:52][C:51]([CH:54]=O)=[CH:50]1. Product: [CH2:29]([O:31][C:32](=[O:48])[CH:33]=[CH:54][C:51]1[CH:52]=[CH:53][S:49][CH:50]=1)[CH3:30]. The catalyst class is: 1. (4) Reactant: [C:1]([N:5]1[C:10](=[O:11])[C:9]([CH2:12][O:13][Si:14]([C:17]([CH3:20])([CH3:19])[CH3:18])([CH3:16])[CH3:15])=[C:8](Cl)[CH:7]=[N:6]1)([CH3:4])([CH3:3])[CH3:2].C(=O)([O-])[O-].[Cs+].[Cs+].[C:28]([C:32]1[CH:39]=[CH:38][C:35]([CH2:36][SH:37])=[CH:34][CH:33]=1)([CH3:31])([CH3:30])[CH3:29].C(OCC)(=O)C. Product: [C:1]([N:5]1[C:10](=[O:11])[C:9]([CH2:12][O:13][Si:14]([C:17]([CH3:20])([CH3:19])[CH3:18])([CH3:16])[CH3:15])=[C:8]([S:37][CH2:36][C:35]2[CH:38]=[CH:39][C:32]([C:28]([CH3:31])([CH3:30])[CH3:29])=[CH:33][CH:34]=2)[CH:7]=[N:6]1)([CH3:4])([CH3:3])[CH3:2]. The catalyst class is: 3. (5) Reactant: C([O:4][CH2:5][C:6]([C:8]1[CH:9]=[N:10][C:11]2[C:16]([C:17]=1[NH:18][C@H:19]1[CH2:24][CH2:23][C@H:22]([CH2:25][N:26]([CH3:28])[CH3:27])[CH2:21][CH2:20]1)=[N:15][C:14]([Cl:29])=[CH:13][CH:12]=2)=[O:7])(=O)C.C(=O)([O-])[O-].[K+].[K+]. Product: [Cl:29][C:14]1[N:15]=[C:16]2[C:11](=[CH:12][CH:13]=1)[N:10]=[CH:9][C:8]([C:6](=[O:7])[CH2:5][OH:4])=[C:17]2[NH:18][C@H:19]1[CH2:24][CH2:23][C@H:22]([CH2:25][N:26]([CH3:28])[CH3:27])[CH2:21][CH2:20]1. The catalyst class is: 5. (6) Reactant: [Br:1][C:2]1[CH:13]=[CH:12][C:5]2[O:6][CH2:7][CH:8]=[CH:9][C:10](=[O:11])[C:4]=2[CH:3]=1.CN(P(N(C)C)(N(C)C)=O)C.[C:25]1([Mg]Br)[CH:30]=[CH:29][CH:28]=[CH:27][CH:26]=1. Product: [Br:1][C:2]1[CH:13]=[CH:12][C:5]2[O:6][CH2:7][CH:8]([C:25]3[CH:30]=[CH:29][CH:28]=[CH:27][CH:26]=3)[CH2:9][C:10](=[O:11])[C:4]=2[CH:3]=1. The catalyst class is: 1. (7) Reactant: [Cl:1][C:2]1[CH:3]=[C:4]([CH:25]=[CH:26][CH:27]=1)[CH2:5][N:6]1[C:14]2[CH:13]=[CH:12][C:11](=[O:15])[N:10]([C:16]3[CH:21]=[CH:20][CH:19]=[CH:18][CH:17]=3)[C:9]=2[CH:8]=[C:7]1[C:22]([NH2:24])=O.N1C=CC=CC=1.C(OC(C(F)(F)F)=O)(C(F)(F)F)=O.CCO. Product: [Cl:1][C:2]1[CH:3]=[C:4]([CH:25]=[CH:26][CH:27]=1)[CH2:5][N:6]1[C:14]2[CH:13]=[CH:12][C:11](=[O:15])[N:10]([C:16]3[CH:21]=[CH:20][CH:19]=[CH:18][CH:17]=3)[C:9]=2[CH:8]=[C:7]1[C:22]#[N:24]. The catalyst class is: 2.